This data is from Peptide-MHC class I binding affinity with 185,985 pairs from IEDB/IMGT. The task is: Regression. Given a peptide amino acid sequence and an MHC pseudo amino acid sequence, predict their binding affinity value. This is MHC class I binding data. The peptide sequence is FTLVATVSI. The MHC is HLA-A68:02 with pseudo-sequence HLA-A68:02. The binding affinity (normalized) is 0.660.